Dataset: Reaction yield outcomes from USPTO patents with 853,638 reactions. Task: Predict the reaction yield, written as a fraction of the theoretical maximum amount of product (1.0 means a 100% yield; for example, 0.34 means a 34% yield). (1) The catalyst is C(O)(C)(C)C.CC(=CC)C.O. The yield is 0.420. The reactants are [CH3:1][O:2][C:3]1[CH:4]=[C:5]([CH:14]=[CH:15][CH:16]=1)[CH2:6][O:7][CH2:8][CH2:9][C:10](=[CH2:13])[CH:11]=[O:12].Cl([O-])=[O:18].[Na+]. The product is [CH3:1][O:2][C:3]1[CH:4]=[C:5]([CH:14]=[CH:15][CH:16]=1)[CH2:6][O:7][CH2:8][CH2:9][C:10](=[CH2:13])[C:11]([OH:18])=[O:12]. (2) The reactants are [Br:1][C:2]1[CH:16]=[C:15](/[CH:17]=[CH:18]/[CH:19]([C:24]2[CH:29]=[C:28]([Cl:30])[C:27]([Cl:31])=[C:26]([Cl:32])[CH:25]=2)[C:20]([F:23])([F:22])[F:21])[CH:14]=[CH:13][C:3]=1[C:4]([NH:6][CH:7]1[CH2:12][CH2:11][NH:10][CH2:9][CH2:8]1)=[O:5].[O:33]1[CH2:36][C:35](=O)[CH2:34]1.CC(O)=O.[BH3-]C#N.[Na+]. The catalyst is CO.CCOC(C)=O. The product is [Br:1][C:2]1[CH:16]=[C:15](/[CH:17]=[CH:18]/[CH:19]([C:24]2[CH:25]=[C:26]([Cl:32])[C:27]([Cl:31])=[C:28]([Cl:30])[CH:29]=2)[C:20]([F:23])([F:21])[F:22])[CH:14]=[CH:13][C:3]=1[C:4]([NH:6][CH:7]1[CH2:12][CH2:11][N:10]([CH:35]2[CH2:36][O:33][CH2:34]2)[CH2:9][CH2:8]1)=[O:5]. The yield is 0.230. (3) The reactants are C([O-])(=O)CC[CH2:4][CH2:5][CH2:6][CH2:7][CH2:8][CH2:9][CH3:10].C([P+](CCCCCC)(CCCCCC)[CH2:4][CH2:5][CH2:6][CH2:7][CH2:8][CH2:9][CH2:10][CH2:4][CH2:5][CH2:6][CH2:7][CH2:8][CH2:9][CH3:10])CCCCC.CC(C)([O-])C.[K+].[NH:52]1[CH2:57][CH2:56][O:55][CH2:54][CH2:53]1.ClC1C=CC(C)=CC=1. The catalyst is C1CCCCC=CC=1.C1CCCCC=CC=1.[Ni].C1(C)C=CC=CC=1. The product is [C:5]1([CH3:4])[CH:6]=[CH:7][C:8]([N:52]2[CH2:57][CH2:56][O:55][CH2:54][CH2:53]2)=[CH:9][CH:10]=1. The yield is 0.550. (4) The reactants are [CH2:1]([O:3][C:4]1[CH:9]=[C:8]([O:10][CH2:11][CH2:12][CH2:13][CH2:14][C:15]2[C:16]([O:20][CH2:21][CH3:22])=[N:17][NH:18][CH:19]=2)[CH:7]=[CH:6][C:5]=1[CH2:23][CH2:24][C:25]([O:27]C)=[O:26])[CH3:2].[H-].[Na+].Cl[C:32]1[CH:37]=[CH:36][C:35]([C:38]([F:41])([F:40])[F:39])=[CH:34][N:33]=1.[Cl-].[NH4+]. The catalyst is CN(C)C=O. The product is [CH2:1]([O:3][C:4]1[CH:9]=[C:8]([O:10][CH2:11][CH2:12][CH2:13][CH2:14][C:15]2[C:16]([O:20][CH2:21][CH3:22])=[N:17][N:18]([C:32]3[CH:37]=[CH:36][C:35]([C:38]([F:41])([F:40])[F:39])=[CH:34][N:33]=3)[CH:19]=2)[CH:7]=[CH:6][C:5]=1[CH2:23][CH2:24][C:25]([OH:27])=[O:26])[CH3:2]. The yield is 0.630. (5) The reactants are [C:1]1([C:7]2[N:12]=[CH:11][N:10]=[C:9]([N:13]3[CH2:18][CH2:17][N:16](C(OC(C)(C)C)=O)[CH2:15][CH2:14]3)[CH:8]=2)[CH:6]=[CH:5][CH:4]=[CH:3][CH:2]=1.C(OCC)(=O)C.[ClH:32]. No catalyst specified. The product is [ClH:32].[ClH:32].[C:1]1([C:7]2[CH:8]=[C:9]([N:13]3[CH2:18][CH2:17][NH:16][CH2:15][CH2:14]3)[N:10]=[CH:11][N:12]=2)[CH:2]=[CH:3][CH:4]=[CH:5][CH:6]=1. The yield is 0.990. (6) The reactants are Br[C:2]1[C:10]2[C:5](=[CH:6][CH:7]=[C:8]([C:11]#[N:12])[CH:9]=2)[N:4]([CH:13]2[CH2:18][CH2:17][CH2:16][CH2:15][O:14]2)[N:3]=1.[CH:19]1([CH2:24][CH2:25][O:26][C:27]2[CH:28]=[C:29]3[C:34](=[CH:35][CH:36]=2)[CH:33]=[C:32](B(O)O)[CH:31]=[CH:30]3)[CH2:23][CH2:22][CH2:21][CH2:20]1. No catalyst specified. The product is [CH:19]1([CH2:24][CH2:25][O:26][C:27]2[CH:28]=[C:29]3[C:34](=[CH:35][CH:36]=2)[CH:33]=[C:32]([C:2]2[C:10]4[C:5](=[CH:6][CH:7]=[C:8]([C:11]#[N:12])[CH:9]=4)[N:4]([CH:13]4[CH2:18][CH2:17][CH2:16][CH2:15][O:14]4)[N:3]=2)[CH:31]=[CH:30]3)[CH2:23][CH2:22][CH2:21][CH2:20]1. The yield is 0.710. (7) The reactants are [Br:1][C:2]1[CH:7]=[CH:6][C:5]([CH2:8][C:9]([OH:11])=O)=[CH:4][CH:3]=1.[CH2:12]([NH2:19])[C:13]1[CH:18]=[CH:17][CH:16]=[CH:15][CH:14]=1. No catalyst specified. The product is [CH2:12]([NH:19][C:9](=[O:11])[CH2:8][C:5]1[CH:4]=[CH:3][C:2]([Br:1])=[CH:7][CH:6]=1)[C:13]1[CH:18]=[CH:17][CH:16]=[CH:15][CH:14]=1. The yield is 0.820. (8) The reactants are [C:1]1([CH:8]=[CH:7][CH:6]=[C:4]([OH:5])[CH:3]=1)[OH:2].Cl[C:10]1[N:15]=[C:14]([C:16]2[CH:21]=[CH:20][C:19]([CH3:22])=[C:18]([CH3:23])[CH:17]=2)[N:13]=[C:12]([C:24]2[CH:29]=[CH:28][C:27]([CH3:30])=[C:26]([CH3:31])[CH:25]=2)[N:11]=1. No catalyst specified. The product is [OH:2][C:1]1[CH:3]=[C:4]([OH:5])[CH:6]=[CH:7][C:8]=1[C:10]1[N:15]=[C:14]([C:16]2[CH:21]=[CH:20][C:19]([CH3:22])=[C:18]([CH3:23])[CH:17]=2)[N:13]=[C:12]([C:24]2[CH:29]=[CH:28][C:27]([CH3:30])=[C:26]([CH3:31])[CH:25]=2)[N:11]=1. The yield is 0.830. (9) The reactants are [NH2:1][C:2]1[CH:7]=[CH:6][CH:5]=[CH:4][N:3]=1.[Cl:8][CH2:9][C:10](=O)[CH2:11]Cl. The catalyst is C(#N)C. The product is [Cl:8][CH2:9][C:10]1[N:1]=[C:2]2[CH:7]=[CH:6][CH:5]=[CH:4][N:3]2[CH:11]=1. The yield is 0.340. (10) The reactants are [NH2:1][C:2]1[CH:7]=[CH:6][C:5]([CH2:8][N:9]2[CH2:14][CH2:13][N:12]([C:15]([O:17][C:18]([CH3:21])([CH3:20])[CH3:19])=[O:16])[C@@H:11]([CH3:22])[CH2:10]2)=[C:4]([CH3:23])[CH:3]=1.[Cl:24][C:25]1[CH:30]=[CH:29][C:28]([S:31]([C@H:34]2[CH2:39][CH2:38][C@H:37]([C:40]([OH:42])=O)[CH2:36][CH2:35]2)(=[O:33])=[O:32])=[CH:27][CH:26]=1.O.[CH3:44]N(C)C=O. No catalyst specified. The product is [Cl:24][C:25]1[CH:30]=[CH:29][C:28]([S:31]([CH:34]2[CH2:39][CH2:38][CH:37]([C:40]([N:1]([CH3:44])[C:2]3[CH:7]=[CH:6][C:5]([CH2:8][N:9]4[CH2:14][CH2:13][N:12]([C:15]([O:17][C:18]([CH3:19])([CH3:21])[CH3:20])=[O:16])[C@@H:11]([CH3:22])[CH2:10]4)=[C:4]([CH3:23])[CH:3]=3)=[O:42])[CH2:36][CH2:35]2)(=[O:33])=[O:32])=[CH:27][CH:26]=1. The yield is 0.450.